This data is from Reaction yield outcomes from USPTO patents with 853,638 reactions. The task is: Predict the reaction yield, written as a fraction of the theoretical maximum amount of product (1.0 means a 100% yield; for example, 0.34 means a 34% yield). (1) The reactants are C([N:8](CC1C=CC=CC=1)[S:9]([C:12]1[CH:17]=[CH:16][C:15]([N:18]2[C@@H:22]3[CH2:23][CH2:24][CH2:25][CH2:26][C@H:21]3[N:20]([C:27]3[CH:32]=[CH:31][C:30]([C:33]#[N:34])=[C:29]([C:35]([F:38])([F:37])[F:36])[CH:28]=3)[C:19]2=[O:39])=[CH:14][C:13]=1[F:40])(=[O:11])=[O:10])C1C=CC=CC=1.OS(O)(=O)=O. The catalyst is ClCCl. The product is [C:33]([C:30]1[CH:31]=[CH:32][C:27]([N:20]2[C@@H:21]3[CH2:26][CH2:25][CH2:24][CH2:23][C@H:22]3[N:18]([C:15]3[CH:16]=[CH:17][C:12]([S:9]([NH2:8])(=[O:11])=[O:10])=[C:13]([F:40])[CH:14]=3)[C:19]2=[O:39])=[CH:28][C:29]=1[C:35]([F:37])([F:36])[F:38])#[N:34]. The yield is 0.412. (2) The reactants are [OH-].[K+].[C:3]([C:6]1[N:11]=[C:10]([C:12]2[CH:17]=[CH:16][C:15]([C:18]3[C:23]([F:24])=[CH:22][C:21]([C:25]4([C:28]([O:30]C)=[O:29])[CH2:27][CH2:26]4)=[CH:20][C:19]=3[F:32])=[CH:14][CH:13]=2)[C:9]([CH3:33])=[N:8][C:7]=1[CH3:34])(=[O:5])[NH2:4].C(O)(=O)C. The catalyst is C(O)(C)(C)C.C(O)C. The product is [C:3]([C:6]1[N:11]=[C:10]([C:12]2[CH:13]=[CH:14][C:15]([C:18]3[C:23]([F:24])=[CH:22][C:21]([C:25]4([C:28]([OH:30])=[O:29])[CH2:26][CH2:27]4)=[CH:20][C:19]=3[F:32])=[CH:16][CH:17]=2)[C:9]([CH3:33])=[N:8][C:7]=1[CH3:34])(=[O:5])[NH2:4]. The yield is 0.378. (3) The reactants are FC(F)(F)C1C=CC(CN)=CC=1.[C:13]1([CH2:19][CH2:20][NH2:21])[CH:18]=[CH:17][CH:16]=[CH:15][CH:14]=1.[C:22]([NH:30][C:31]1[CH:32]=[C:33]([CH:37]=[CH:38][N:39]=1)[C:34](O)=[O:35])(=[O:29])[C:23]1[CH:28]=[CH:27][CH:26]=[CH:25][CH:24]=1. No catalyst specified. The product is [C:22]([NH:30][C:31]1[CH:32]=[C:33]([CH:37]=[CH:38][N:39]=1)[C:34]([NH:21][CH2:20][CH2:19][C:13]1[CH:18]=[CH:17][CH:16]=[CH:15][CH:14]=1)=[O:35])(=[O:29])[C:23]1[CH:24]=[CH:25][CH:26]=[CH:27][CH:28]=1. The yield is 0.670.